Dataset: Full USPTO retrosynthesis dataset with 1.9M reactions from patents (1976-2016). Task: Predict the reactants needed to synthesize the given product. (1) Given the product [Cl:21][C:22]1[CH:23]=[N:24][CH:25]=[C:26]([Cl:29])[C:27]=1[CH2:28][C:17]([C:6]1[C:7]2[O:16][C:10]3([CH2:11][CH2:12][NH:13][CH2:14][CH2:15]3)[O:9][C:8]=2[C:3]([O:2][CH3:1])=[CH:4][CH:5]=1)=[O:19], predict the reactants needed to synthesize it. The reactants are: [CH3:1][O:2][C:3]1[C:8]2[O:9][C:10]3([O:16][C:7]=2[C:6]([C:17]([O:19]C)=O)=[CH:5][CH:4]=1)[CH2:15][CH2:14][NH:13][CH2:12][CH2:11]3.[Cl:21][C:22]1[CH:23]=[N:24][CH:25]=[C:26]([Cl:29])[C:27]=1[CH3:28].C[Si]([N-][Si](C)(C)C)(C)C.[Li+].[NH4+].[Cl-]. (2) Given the product [CH2:17]([O:19][C:20]([C:22]1[CH:26]=[C:25]([C:27]2[CH:32]=[CH:31][N:30]=[C:29]([NH:16][C:4]3[CH:5]=[CH:6][C:7]([N:9]4[CH2:10][CH2:11][N:12]([CH3:15])[CH2:13][CH2:14]4)=[CH:8][C:3]=3[O:2][CH3:1])[N:28]=2)[N:24]([CH3:34])[CH:23]=1)=[O:21])[CH3:18], predict the reactants needed to synthesize it. The reactants are: [CH3:1][O:2][C:3]1[CH:8]=[C:7]([N:9]2[CH2:14][CH2:13][N:12]([CH3:15])[CH2:11][CH2:10]2)[CH:6]=[CH:5][C:4]=1[NH2:16].[CH2:17]([O:19][C:20]([C:22]1[CH:26]=[C:25]([C:27]2[CH:32]=[CH:31][N:30]=[C:29](I)[N:28]=2)[N:24]([CH3:34])[CH:23]=1)=[O:21])[CH3:18].C(=O)([O-])[O-].[K+].[K+].